This data is from CYP2C19 inhibition data for predicting drug metabolism from PubChem BioAssay. The task is: Regression/Classification. Given a drug SMILES string, predict its absorption, distribution, metabolism, or excretion properties. Task type varies by dataset: regression for continuous measurements (e.g., permeability, clearance, half-life) or binary classification for categorical outcomes (e.g., BBB penetration, CYP inhibition). Dataset: cyp2c19_veith. (1) The molecule is Cc1ccc(CCN2CC(C(=O)NCCCN(C)Cc3ccccc3)CC2=O)cc1. The result is 0 (non-inhibitor). (2) The molecule is CN1CCN(c2ncc3nc(-c4cc(F)cc(F)c4)c(=O)n(CCc4ccccc4)c3n2)CC1. The result is 0 (non-inhibitor). (3) The compound is CCc1nc(N2CCC3(CC2)OCCO3)c2nnn(Cc3ccccc3Cl)c2n1. The result is 1 (inhibitor). (4) The result is 0 (non-inhibitor). The molecule is CN1CCN(c2ncc3nc(-c4cc(F)cc(F)c4)c(=O)n(C)c3n2)CC1. (5) The drug is COc1ccccc1OCC(=O)N/N=C1/SCC(=O)N1Cc1ccccc1. The result is 1 (inhibitor). (6) The molecule is COC(=O)C1=C(C)NC(=O)NC1c1ccsc1. The result is 0 (non-inhibitor). (7) The drug is COc1cc2c(cc1O)C[C@H]1c3c(cc(O)c(OC)c3-2)CCN1C. The result is 0 (non-inhibitor). (8) The drug is Cc1ccc(S(=O)(=O)N[C@H]2COC(=O)[C@@H](Cc3ccccc3)NC(=O)[C@@H](C)COC(=O)C/C=C\[C@@H]2C)cc1. The result is 0 (non-inhibitor).